This data is from Forward reaction prediction with 1.9M reactions from USPTO patents (1976-2016). The task is: Predict the product of the given reaction. (1) The product is: [NH2:1][C:2]1[CH:3]=[CH:4][C:5]([Cl:19])=[C:6]2[C:10]=1[N:9]([CH2:11][O:12][CH3:13])[C:8]([C:14]([O:16][CH2:17][CH3:18])=[O:15])=[CH:7]2. Given the reactants [NH2:1][C:2]1[CH:3]=[CH:4][CH:5]=[C:6]2[C:10]=1[N:9]([CH2:11][O:12][CH3:13])[C:8]([C:14]([O:16][CH2:17][CH3:18])=[O:15])=[CH:7]2.[Cl:19]N1C(=O)CCC1=O.CN(C)C=O, predict the reaction product. (2) The product is: [CH3:20][C:19]1[CH:18]=[C:17]([C:12](=[O:14])[CH3:13])[CH:5]=[N:4][CH:3]=1. Given the reactants BrC1[CH:3]=[N:4][CH:5]=C(C)C=1.CON(C)[C:12](=[O:14])[CH3:13].[Li][CH2:17][CH2:18][CH2:19][CH3:20], predict the reaction product.